From a dataset of Full USPTO retrosynthesis dataset with 1.9M reactions from patents (1976-2016). Predict the reactants needed to synthesize the given product. Given the product [OH:38][C:31]1([C:28]2[CH:27]=[CH:26][C:25]([OH:24])=[CH:30][CH:29]=2)[CH2:32][CH2:33][C:34](=[O:37])[CH2:35][CH2:36]1, predict the reactants needed to synthesize it. The reactants are: CCCC[N+](CCCC)(CCCC)CCCC.[F-].C([Si](C)(C)[O:24][C:25]1[CH:30]=[CH:29][C:28]([C:31]2([OH:38])[CH2:36][CH2:35][C:34](=[O:37])[CH2:33][CH2:32]2)=[CH:27][CH:26]=1)(C)(C)C.